This data is from Full USPTO retrosynthesis dataset with 1.9M reactions from patents (1976-2016). The task is: Predict the reactants needed to synthesize the given product. Given the product [F:21][C:2]([F:1])([F:20])[CH2:3][N:8]1[C:12]2[CH:13]=[CH:14][C:15]([C:17]([OH:19])=[O:18])=[CH:16][C:11]=2[N:10]=[N:9]1, predict the reactants needed to synthesize it. The reactants are: [F:1][C:2]([F:21])([F:20])[CH:3]([N:8]1[C:12]2[CH:13]=[CH:14][C:15]([C:17]([OH:19])=[O:18])=[CH:16][C:11]=2[N:10]=[N:9]1)C(F)(F)F.FC(F)(F)C(N1C2C(F)=CC(C(O)=O)=CC=2N=N1)C(F)(F)F.FC(F)(F)C(N1C2C=C(F)C(C(O)=O)=CC=2N=N1)C(F)(F)F.FC(F)(F)C(N1C2C=CC(C(O)=O)=C(F)C=2N=N1)C(F)(F)F.FC(F)(F)C(N1C2C(F)=C(F)C(C(O)=O)=CC=2N=N1)C(F)(F)F.FC(F)(F)C(N1C2C(F)=CC(C(O)=O)=C(F)C=2N=N1)C(F)(F)F.FC(F)(F)C(N1C2C=C(F)C(C(O)=O)=C(F)C=2N=N1)C(F)(F)F.FC(F)(F)C(N1C2C(F)=C(F)C(C(O)=O)=C(F)C=2N=N1)C(F)(F)F.FC(F)(F)C(N1C2C(Cl)=CC(C(O)=O)=CC=2N=N1)C(F)(F)F.FC(F)(F)C(N1C2C=C(Cl)C(C(O)=O)=CC=2N=N1)C(F)(F)F.FC(F)(F)C(N1C2C=CC(C(O)=O)=C(Cl)C=2N=N1)C(F)(F)F.